Dataset: Full USPTO retrosynthesis dataset with 1.9M reactions from patents (1976-2016). Task: Predict the reactants needed to synthesize the given product. (1) Given the product [Cl:11][C:12]1[CH:17]=[CH:16][C:15]([C:18]2[C:19]([NH:27][C:2]([NH:1][CH2:4][CH:5]3[CH2:10][CH2:9][O:8][CH2:7][CH2:6]3)=[O:3])=[N:20][N:21]3[CH:26]=[CH:25][CH:24]=[N:23][C:22]=23)=[CH:14][CH:13]=1, predict the reactants needed to synthesize it. The reactants are: [N:1]([CH2:4][CH:5]1[CH2:10][CH2:9][O:8][CH2:7][CH2:6]1)=[C:2]=[O:3].[Cl:11][C:12]1[CH:17]=[CH:16][C:15]([C:18]2[C:19]([NH2:27])=[N:20][N:21]3[CH:26]=[CH:25][CH:24]=[N:23][C:22]=23)=[CH:14][CH:13]=1. (2) Given the product [CH3:14][NH:15][C:2]1[CH:10]=[CH:9][C:5]([C:6]([OH:8])=[O:7])=[CH:4][C:3]=1[N+:11]([O-:13])=[O:12], predict the reactants needed to synthesize it. The reactants are: Cl[C:2]1[CH:10]=[CH:9][C:5]([C:6]([OH:8])=[O:7])=[CH:4][C:3]=1[N+:11]([O-:13])=[O:12].[CH3:14][NH2:15].S(=O)(=O)(O)O. (3) Given the product [CH2:1]([O:8][C:9]([N:11]1[CH2:16][C@H:15]([O:17][CH2:18][C:19]2[CH:20]=[CH:21][C:22]3[O:27][CH2:26][CH2:25][N:24]([CH2:28][CH2:29][CH2:30][O:31][CH3:32])[C:23]=3[CH:33]=2)[C@@H:14]([C:34]2[CH:39]=[CH:38][C:37]([O:40][CH3:41])=[CH:36][CH:35]=2)[CH2:13][C@H:12]1[CH2:42][CH2:43][C:44](=[O:46])[N:48]([CH3:49])[CH3:47])=[O:10])[C:19]1[CH:20]=[CH:21][CH:22]=[CH:23][CH:33]=1, predict the reactants needed to synthesize it. The reactants are: [CH2:1]([O:8][C:9]([N:11]1[CH2:16][C@H:15]([O:17][CH2:18][C:19]2[CH:20]=[CH:21][C:22]3[O:27][CH2:26][CH2:25][N:24]([CH2:28][CH2:29][CH2:30][O:31][CH3:32])[C:23]=3[CH:33]=2)[C@@H:14]([C:34]2[CH:39]=[CH:38][C:37]([O:40][CH3:41])=[CH:36][CH:35]=2)[CH2:13][C@H:12]1[CH2:42][CH2:43][C:44]([OH:46])=O)=[O:10])C1C=CC=CC=1.[CH3:47][NH:48][CH3:49].